Dataset: Full USPTO retrosynthesis dataset with 1.9M reactions from patents (1976-2016). Task: Predict the reactants needed to synthesize the given product. (1) Given the product [CH2:23]([C:7]1[CH:16]=[CH:15][C:14]2[C:9](=[CH:10][C:11]([O:17][CH3:18])=[CH:12][CH:13]=2)[CH:8]=1)[CH3:24], predict the reactants needed to synthesize it. The reactants are: FC(F)(F)S(O[C:7]1[CH:16]=[CH:15][C:14]2[C:9](=[CH:10][C:11]([O:17][CH3:18])=[CH:12][CH:13]=2)[CH:8]=1)(=O)=O.CN1CC[CH2:24][C:23]1=O.C([Mg]Br)C.Cl. (2) Given the product [CH2:7]([O:14][C:15]1[CH:20]=[C:19]([CH2:21][CH3:22])[CH:18]=[CH:17][C:16]=1[O:23][C:27]1[CH:28]=[CH:29][CH:30]=[C:25]([F:24])[N:26]=1)[C:8]1[CH:13]=[CH:12][CH:11]=[CH:10][CH:9]=1, predict the reactants needed to synthesize it. The reactants are: C([O-])([O-])=O.[K+].[K+].[CH2:7]([O:14][C:15]1[CH:20]=[C:19]([CH2:21][CH3:22])[CH:18]=[CH:17][C:16]=1[OH:23])[C:8]1[CH:13]=[CH:12][CH:11]=[CH:10][CH:9]=1.[F:24][C:25]1[CH:30]=[CH:29][CH:28]=[C:27](F)[N:26]=1.